From a dataset of Full USPTO retrosynthesis dataset with 1.9M reactions from patents (1976-2016). Predict the reactants needed to synthesize the given product. (1) Given the product [CH3:1][CH2:2][N:3]([CH2:6][CH2:7][NH:8][C:9]([C:11]1[C:12]([CH3:29])=[C:13](/[CH:17]=[C:18]2/[C:19]3[CH:20]=[C:21]([F:28])[CH:22]=[CH:23][C:24]=3[NH:25][C:26]/2=[O:27])[NH:14][C:15]=1[CH3:16])=[O:10])[CH2:4][CH3:5].[C:35]([C@@H:33]([C@H:31]([C:30]([O-:39])=[O:38])[OH:32])[OH:34])([O-:37])=[O:36], predict the reactants needed to synthesize it. The reactants are: [CH3:1][CH2:2][N:3]([CH2:6][CH2:7][NH:8][C:9]([C:11]1[C:12]([CH3:29])=[C:13](/[CH:17]=[C:18]2/[C:19]3[CH:20]=[C:21]([F:28])[CH:22]=[CH:23][C:24]=3[NH:25][C:26]/2=[O:27])[NH:14][C:15]=1[CH3:16])=[O:10])[CH2:4][CH3:5].[C:30]([OH:39])(=[O:38])[C@@H:31]([C@H:33]([C:35]([OH:37])=[O:36])[OH:34])[OH:32]. (2) Given the product [CH3:31][N:32]([CH3:43])[C:33]([C:35]1[C:40]([NH2:41])=[N:39][CH:38]=[C:37]([C:7]2[C:2]([Cl:1])=[C:3]3[C:13]([C:14]4[CH:19]=[C:18]([F:20])[CH:17]=[CH:16][C:15]=4[O:21][CH3:22])=[CH:12][N:11]([CH2:23][O:24][CH2:25][CH2:26][Si:27]([CH3:30])([CH3:29])[CH3:28])[C:4]3=[N:5][CH:6]=2)[N:36]=1)=[O:34], predict the reactants needed to synthesize it. The reactants are: [Cl:1][C:2]1[C:7](B(O)O)=[CH:6][N:5]=[C:4]2[N:11]([CH2:23][O:24][CH2:25][CH2:26][Si:27]([CH3:30])([CH3:29])[CH3:28])[CH:12]=[C:13]([C:14]3[CH:19]=[C:18]([F:20])[CH:17]=[CH:16][C:15]=3[O:21][CH3:22])[C:3]=12.[CH3:31][N:32]([CH3:43])[C:33]([C:35]1[C:40]([NH2:41])=[N:39][CH:38]=[C:37](I)[N:36]=1)=[O:34].C(=O)(O)[O-].[Na+]. (3) Given the product [C:9]([O:8][C:6]([NH:5][CH2:4][CH2:3][Br:2])=[O:7])([CH3:12])([CH3:11])[CH3:10], predict the reactants needed to synthesize it. The reactants are: Br.[Br:2][CH2:3][CH2:4][NH2:5].[C:6](O[C:6]([O:8][C:9]([CH3:12])([CH3:11])[CH3:10])=[O:7])([O:8][C:9]([CH3:12])([CH3:11])[CH3:10])=[O:7].C(N(CC)CC)C. (4) Given the product [CH2:1]([O:3][C:4]([C:6]1[N:7]=[C:8]([CH2:11][O:27][C:24]2[CH:23]=[CH:22][C:21]([C:17]3[CH:18]=[C:19]([F:20])[C:14]([F:13])=[CH:15][C:16]=3[O:28][CH3:29])=[CH:26][CH:25]=2)[S:9][CH:10]=1)=[O:5])[CH3:2], predict the reactants needed to synthesize it. The reactants are: [CH2:1]([O:3][C:4]([C:6]1[N:7]=[C:8]([CH2:11]Br)[S:9][CH:10]=1)=[O:5])[CH3:2].[F:13][C:14]1[C:19]([F:20])=[CH:18][C:17]([C:21]2[CH:26]=[CH:25][C:24]([OH:27])=[CH:23][CH:22]=2)=[C:16]([O:28][CH3:29])[CH:15]=1.C(=O)([O-])[O-].[K+].[K+].[I-].[K+]. (5) Given the product [CH3:1][C:2]1[N:6]2[C:7]3[CH:13]=[C:12]([CH3:14])[N:11]([CH2:15][C:16]4[CH:21]=[CH:20][C:19]([CH2:22][N:25]([CH3:26])[CH3:24])=[CH:18][CH:17]=4)[C:8]=3[CH:9]=[CH:10][C:5]2=[N:4][N:3]=1, predict the reactants needed to synthesize it. The reactants are: [CH3:1][C:2]1[N:6]2[C:7]3[CH:13]=[C:12]([CH3:14])[N:11]([CH2:15][C:16]4[CH:21]=[CH:20][C:19]([CH2:22]O)=[CH:18][CH:17]=4)[C:8]=3[CH:9]=[CH:10][C:5]2=[N:4][N:3]=1.[CH3:24][NH:25][CH3:26].C1COCC1. (6) Given the product [F:1][C:2]1[CH:3]=[C:4]2[C:9](=[CH:10][CH:11]=1)[CH:8]=[N:7][C:6]([NH:12][C:13](=[O:44])[O:14][CH2:15][C@@H:16]([N:30]([CH3:43])[C:31]([NH:33][CH2:34][C:35]1[CH:40]=[CH:39][CH:38]=[C:37]([F:41])[C:36]=1[Cl:42])=[O:32])[CH2:17][NH:18][C:19](=[O:29])[CH2:20][NH2:21])=[CH:5]2, predict the reactants needed to synthesize it. The reactants are: [F:1][C:2]1[CH:3]=[C:4]2[C:9](=[CH:10][CH:11]=1)[CH:8]=[N:7][C:6]([NH:12][C:13](=[O:44])[O:14][CH2:15][C@@H:16]([N:30]([CH3:43])[C:31]([NH:33][CH2:34][C:35]1[CH:40]=[CH:39][CH:38]=[C:37]([F:41])[C:36]=1[Cl:42])=[O:32])[CH2:17][NH:18][C:19](=[O:29])[CH2:20][NH:21]C(OC(C)(C)C)=O)=[CH:5]2.C(O)(C(F)(F)F)=O.Cl.